From a dataset of Peptide-MHC class I binding affinity with 185,985 pairs from IEDB/IMGT. Regression. Given a peptide amino acid sequence and an MHC pseudo amino acid sequence, predict their binding affinity value. This is MHC class I binding data. The peptide sequence is NFPQHVITK. The MHC is HLA-A33:01 with pseudo-sequence HLA-A33:01. The binding affinity (normalized) is 0.159.